From a dataset of Reaction yield outcomes from USPTO patents with 853,638 reactions. Predict the reaction yield, written as a fraction of the theoretical maximum amount of product (1.0 means a 100% yield; for example, 0.34 means a 34% yield). (1) The reactants are [CH:1]([N:4](CC)C(C)C)(C)[CH3:2].BrCC#N.[N:14]([C:17]1[CH:43]=[CH:42][C:20]([CH2:21][O:22][C:23]([NH:25][CH2:26][CH2:27][CH2:28][CH2:29][C@H:30]([NH:34][C:35]([O:37][C:38]([CH3:41])([CH3:40])[CH3:39])=[O:36])[C:31]([OH:33])=[O:32])=[O:24])=[CH:19][CH:18]=1)=[N+:15]=[N-:16]. The catalyst is C(#N)C. The product is [N:14]([C:17]1[CH:43]=[CH:42][C:20]([CH2:21][O:22][C:23]([NH:25][CH2:26][CH2:27][CH2:28][CH2:29][C@H:30]([NH:34][C:35]([O:37][C:38]([CH3:39])([CH3:40])[CH3:41])=[O:36])[C:31]([O:33][CH2:2][C:1]#[N:4])=[O:32])=[O:24])=[CH:19][CH:18]=1)=[N+:15]=[N-:16]. The yield is 0.980. (2) The reactants are CS(O[C@H:6]1[CH2:9][C@@H:8]([NH:10][C:11]([O:13][C:14]([CH3:17])([CH3:16])[CH3:15])=[O:12])[CH2:7]1)(=O)=O.C(OC(=O)N[C@H]1C[C@H](N)C1)(C)(C)C.[NH2:31][NH2:32]. The catalyst is C(O)C. The product is [C:14]([O:13][C:11](=[O:12])[NH:10][C@H:8]1[CH2:9][C@H:6]([NH:31][NH2:32])[CH2:7]1)([CH3:17])([CH3:16])[CH3:15]. The yield is 0.540.